This data is from Full USPTO retrosynthesis dataset with 1.9M reactions from patents (1976-2016). The task is: Predict the reactants needed to synthesize the given product. Given the product [CH3:46][C:20]1([CH3:19])[CH2:21][NH:5][C:22](=[O:45])[C:23]2[S:27][C:26]([N:28]3[C:33]4[CH:15]=[C:14]([OH:16])[CH:17]=[CH:37][C:32]=4[O:31][CH2:30][CH2:29]3)=[N:25][C:24]=2[CH2:44]1, predict the reactants needed to synthesize it. The reactants are: Br.O1C2C=CC(O)=CC=2[NH:5]CC1.C[C:14]([CH3:17])([O-:16])[CH3:15].[Na+].[CH3:19][C:20]1([CH3:46])[CH2:44][C:24]2[N:25]=[C:26]([N:28]3[C:33]4C=C(C5C=CC=CC=5)C=[CH:37][C:32]=4[O:31][CH2:30][CH2:29]3)[S:27][C:23]=2[C:22](=[O:45])[CH2:21]1.